From a dataset of Full USPTO retrosynthesis dataset with 1.9M reactions from patents (1976-2016). Predict the reactants needed to synthesize the given product. (1) Given the product [CH2:9]([N:8]([CH2:1][C:2]1[CH:7]=[CH:6][CH:5]=[CH:4][CH:3]=1)[C:21]1[C:22]([N+:23]([O-:25])=[O:24])=[C:17]([Cl:16])[N:18]=[CH:19][N:20]=1)[C:10]1[CH:15]=[CH:14][CH:13]=[CH:12][CH:11]=1, predict the reactants needed to synthesize it. The reactants are: [CH2:1]([NH:8][CH2:9][C:10]1[CH:15]=[CH:14][CH:13]=[CH:12][CH:11]=1)[C:2]1[CH:7]=[CH:6][CH:5]=[CH:4][CH:3]=1.[Cl:16][C:17]1[C:22]([N+:23]([O-:25])=[O:24])=[C:21](Cl)[N:20]=[CH:19][N:18]=1.C(N(CC)CC)C.O. (2) Given the product [NH2:8][CH:9]1[CH2:14][CH2:13][CH2:12][C:11]([O:18][C:19]2[CH:24]=[CH:23][CH:22]=[C:21]([F:25])[CH:20]=2)([C:15]([OH:17])=[O:16])[CH2:10]1, predict the reactants needed to synthesize it. The reactants are: C(OC([NH:8][CH:9]1[CH2:14][CH2:13][CH2:12][C:11]([O:18][C:19]2[CH:24]=[CH:23][CH:22]=[C:21]([F:25])[CH:20]=2)([C:15]([OH:17])=[O:16])[CH2:10]1)=O)(C)(C)C. (3) Given the product [Cl:8][C:5]1[C:4]([NH:9][S:10]([N:13]2[CH2:18][CH2:17][O:16][CH2:15][CH2:14]2)(=[O:12])=[O:11])=[CH:3][C:2]([N:74]=[C:73]([C:67]2[CH:72]=[CH:71][CH:70]=[CH:69][CH:68]=2)[C:75]2[CH:80]=[CH:79][CH:78]=[CH:77][CH:76]=2)=[CH:7][N:6]=1, predict the reactants needed to synthesize it. The reactants are: Br[C:2]1[CH:3]=[C:4]([NH:9][S:10]([N:13]2[CH2:18][CH2:17][O:16][CH2:15][CH2:14]2)(=[O:12])=[O:11])[C:5]([Cl:8])=[N:6][CH:7]=1.CC1(C)C2C(=C(P(C3C=CC=CC=3)C3C=CC=CC=3)C=CC=2)OC2C(P(C3C=CC=CC=3)C3C=CC=CC=3)=CC=CC1=2.CC([O-])(C)C.[Na+].[C:67]1([C:73]([C:75]2[CH:80]=[CH:79][CH:78]=[CH:77][CH:76]=2)=[NH:74])[CH:72]=[CH:71][CH:70]=[CH:69][CH:68]=1.